From a dataset of Full USPTO retrosynthesis dataset with 1.9M reactions from patents (1976-2016). Predict the reactants needed to synthesize the given product. (1) Given the product [F:20][C:21]1[CH:28]=[C:27]([F:29])[CH:26]=[CH:25][C:22]=1[CH2:23][N:8]1[C:7]([C:2]2[CH:3]=[CH:4][CH:5]=[CH:6][N:1]=2)=[C:15]2[C:10]([C:11]([C:16]([F:19])([F:17])[F:18])=[CH:12][CH:13]=[CH:14]2)=[N:9]1, predict the reactants needed to synthesize it. The reactants are: [N:1]1[CH:6]=[CH:5][CH:4]=[CH:3][C:2]=1[C:7]1[NH:8][N:9]=[C:10]2[C:15]=1[CH:14]=[CH:13][CH:12]=[C:11]2[C:16]([F:19])([F:18])[F:17].[F:20][C:21]1[CH:28]=[C:27]([F:29])[CH:26]=[C:25](F)[C:22]=1[CH2:23]Br. (2) Given the product [NH2:12][C:11]1[C:7]([C:5]([N:4]([CH2:3][C:2]([OH:1])([CH3:17])[CH3:18])[CH3:16])=[O:6])=[N:8][N:9]([CH3:15])[CH:10]=1, predict the reactants needed to synthesize it. The reactants are: [OH:1][C:2]([CH3:18])([CH3:17])[CH2:3][N:4]([CH3:16])[C:5]([C:7]1[C:11]([N+:12]([O-])=O)=[CH:10][N:9]([CH3:15])[N:8]=1)=[O:6]. (3) The reactants are: [C:1]([C:9]1[S:10][CH:11]=[C:12]([Br:15])[C:13]=1Br)(=O)[C:2]1[CH:7]=[CH:6][CH:5]=[CH:4][CH:3]=1.C([O-])([O-])=O.[K+].[K+].[C:22]([O:26][CH2:27][CH3:28])(=[O:25])[CH2:23][SH:24].O. Given the product [Br:15][C:12]1[C:13]2[S:24][C:23]([C:22]([O:26][CH2:27][CH3:28])=[O:25])=[C:1]([C:2]3[CH:7]=[CH:6][CH:5]=[CH:4][CH:3]=3)[C:9]=2[S:10][CH:11]=1, predict the reactants needed to synthesize it. (4) Given the product [Br:14][C:15]1[CH:20]=[CH:19][C:18]([C@@H:21]([N:23]2[CH2:29][CH2:28][CH2:27][C@:26]([CH2:36][CH2:37][C:38]([OH:3])=[O:39])([C:30]3[CH:31]=[CH:32][CH:33]=[CH:34][CH:35]=3)[NH:25][C:24]2=[O:40])[CH3:22])=[CH:17][CH:16]=1, predict the reactants needed to synthesize it. The reactants are: CC(C)=[O:3].OS(O)(=O)=O.O=[Cr](=O)=O.[Br:14][C:15]1[CH:20]=[CH:19][C:18]([C@@H:21]([N:23]2[CH2:29][CH2:28][CH2:27][C@:26]([CH2:36][CH2:37][CH2:38][OH:39])([C:30]3[CH:35]=[CH:34][CH:33]=[CH:32][CH:31]=3)[NH:25][C:24]2=[O:40])[CH3:22])=[CH:17][CH:16]=1.CC(O)C. (5) Given the product [NH2:1][C:2]1[CH:7]=[CH:6][C:5]([C:8]([O:10][CH2:15][CH3:16])=[O:9])=[CH:4][N:3]=1, predict the reactants needed to synthesize it. The reactants are: [NH2:1][C:2]1[CH:7]=[CH:6][C:5]([C:8]([OH:10])=[O:9])=[CH:4][N:3]=1.S(Cl)(Cl)=O.[CH2:15](O)[CH3:16]. (6) Given the product [OH:21][CH:19]([CH2:20][NH:32][CH:29]([CH3:31])[CH3:30])[CH2:18][O:17][C:10]1[CH:9]=[C:8]2[C:13]([C:14](=[O:16])[CH:15]=[C:6]([C:5]3[CH:4]=[C:3]([O:2][CH3:1])[C:24]([O:25][CH3:26])=[C:23]([O:27][CH3:28])[CH:22]=3)[O:7]2)=[CH:12][CH:11]=1, predict the reactants needed to synthesize it. The reactants are: [CH3:1][O:2][C:3]1[CH:4]=[C:5]([CH:22]=[C:23]([O:27][CH3:28])[C:24]=1[O:25][CH3:26])[C:6]1[O:7][C:8]2[C:13]([C:14](=[O:16])[CH:15]=1)=[CH:12][CH:11]=[C:10]([O:17][CH2:18][CH:19]1[O:21][CH2:20]1)[CH:9]=2.[CH:29]([NH2:32])([CH3:31])[CH3:30].